Dataset: Full USPTO retrosynthesis dataset with 1.9M reactions from patents (1976-2016). Task: Predict the reactants needed to synthesize the given product. (1) Given the product [CH2:46]([O:49][CH2:50][C:51](=[CH2:56])[C:52]([O:54][CH3:55])=[O:53])[CH:47]=[CH2:48].[CH3:46][O:49][CH2:50][C:51](=[CH2:56])[C:52]([O:54][CH3:55])=[O:53], predict the reactants needed to synthesize it. The reactants are: OCC(=C)C(OC)=O.C1N2CCN(CC2)C1.B(O)(O)O.COC1C=CC(O)=CC=1.CC1(C)N([O])C(C)(C)CC(O)C1.C(O)C=C.[CH2:46]([O:49][CH2:50][C:51](=[CH2:56])[C:52]([O:54][CH3:55])=[O:53])[CH:47]=[CH2:48]. (2) The reactants are: Cl.[CH3:2][O:3][C:4]1[N:9]=[CH:8][C:7]([CH2:10][CH2:11][N:12]2[C:17](=[O:18])[CH2:16][C:15]([CH3:20])([CH3:19])[CH2:14][C:13]2=[O:21])=[CH:6][CH:5]=1.N12CCN(CC1)CC2.[CH3:30][N:31]([C:35]1[CH:40]=[CH:39][CH:38]=[CH:37][CH:36]=1)C(Cl)=O.[O:41]1CCCC1. Given the product [CH3:20][C:15]1([CH3:19])[CH2:14][C:13](=[O:21])[N:12]([CH2:11][CH2:10][C:7]2[CH:6]=[CH:5][C:4]([O:3][C:2](=[O:41])[N:31]([CH3:30])[C:35]3[CH:40]=[CH:39][CH:38]=[CH:37][CH:36]=3)=[N:9][CH:8]=2)[C:17](=[O:18])[CH2:16]1, predict the reactants needed to synthesize it. (3) Given the product [OH:26][CH:10]1[CH2:9][NH:8][CH2:25][CH2:24][C:11]21[C:15](=[O:16])[N:14]([C:17]1[CH2:18][O:19][C:20](=[O:23])[C:21]=1[CH3:22])[CH2:13][CH2:12]2, predict the reactants needed to synthesize it. The reactants are: C([N:8]1[CH2:25][CH2:24][C:11]2([C:15](=[O:16])[N:14]([C:17]3[CH2:18][O:19][C:20](=[O:23])[C:21]=3[CH3:22])[CH2:13][CH2:12]2)[CH:10]([OH:26])[CH2:9]1)C1C=CC=CC=1. (4) Given the product [Cl:1][C:2]1[CH:3]=[C:4](/[CH:5]=[C:16](\[CH3:17])/[C:11]([O:13][CH2:14][CH3:15])=[O:12])[CH:7]=[CH:8][C:9]=1[F:10], predict the reactants needed to synthesize it. The reactants are: [Cl:1][C:2]1[CH:3]=[C:4]([CH:7]=[CH:8][C:9]=1[F:10])[CH:5]=O.[C:11]([CH2:16][CH:17]=P(C1C=CC=CC=1)(C1C=CC=CC=1)C1C=CC=CC=1)([O:13][CH2:14][CH3:15])=[O:12]. (5) The reactants are: [Cl:1][C:2]1[CH:7]=[CH:6][C:5]([C@H:8]([CH3:25])[C:9](C(OCC)=O)(C(OCC)=O)[C:10]([O:12]CC)=[O:11])=[CH:4][CH:3]=1.[OH-].[Na+]. Given the product [Cl:1][C:2]1[CH:3]=[CH:4][C:5]([C@H:8]([CH3:25])[CH2:9][C:10]([OH:12])=[O:11])=[CH:6][CH:7]=1, predict the reactants needed to synthesize it. (6) Given the product [NH:13]1[C:2]2[CH2:7][CH2:6][CH2:5][CH2:4][C:3]=2[C:8](=[O:10])[NH:16][C:14]1=[O:15], predict the reactants needed to synthesize it. The reactants are: O=[C:2]1[CH2:7][CH2:6][CH2:5][CH2:4][CH:3]1[C:8]([O:10]CC)=O.[NH2:13][C:14]([NH2:16])=[O:15]. (7) Given the product [NH:1]1[C:5]2[CH:6]=[CH:7][CH:8]=[CH:9][C:4]=2[N:3]=[C:2]1[C:10]([N:12]1[CH2:17][C@@H:16]2[CH2:18][C@H:13]1[CH2:14][N:15]2[C:19](=[O:20])[C@@H:21]([NH2:26])[C:22]([CH3:23])([CH3:24])[CH3:25])=[O:11], predict the reactants needed to synthesize it. The reactants are: [NH:1]1[C:5]2[CH:6]=[CH:7][CH:8]=[CH:9][C:4]=2[N:3]=[C:2]1[C:10]([N:12]1[CH2:17][C@@H:16]2[CH2:18][C@H:13]1[CH2:14][N:15]2[C:19]([C@@H:21]([NH:26]C(=O)OC(C)(C)C)[C:22]([CH3:25])([CH3:24])[CH3:23])=[O:20])=[O:11].C([O-])([O-])=O.[Na+].[Na+]. (8) Given the product [CH2:21]([C:23]1[CH:28]=[CH:27][C:26]([F:29])=[CH:25][C:24]=1[C:30]([CH:32]1[CH2:33][CH2:34][N:35]([C:2]2[CH2:6][CH:5]([C:7]3[N:8]=[N:9][N:10]([CH2:12][C:13]([O:15][C:16]([CH3:19])([CH3:18])[CH3:17])=[O:14])[N:11]=3)[O:4][N:3]=2)[CH2:36][CH2:37]1)=[O:31])[CH3:22], predict the reactants needed to synthesize it. The reactants are: Br[C:2]1[CH2:6][CH:5]([C:7]2[N:8]=[N:9][N:10]([CH2:12][C:13]([O:15][C:16]([CH3:19])([CH3:18])[CH3:17])=[O:14])[N:11]=2)[O:4][N:3]=1.Cl.[CH2:21]([C:23]1[CH:28]=[CH:27][C:26]([F:29])=[CH:25][C:24]=1[C:30]([CH:32]1[CH2:37][CH2:36][NH:35][CH2:34][CH2:33]1)=[O:31])[CH3:22].C(=O)(O)[O-].[Na+].O. (9) Given the product [Br:1][C:2]1[CH:7]=[CH:6][CH:5]=[C:4]([CH:8]([C:10]2[CH:15]=[CH:14][CH:13]=[CH:12][CH:11]=2)[C:16]2[CH:21]=[CH:20][CH:19]=[CH:18][CH:17]=2)[CH:3]=1, predict the reactants needed to synthesize it. The reactants are: [Br:1][C:2]1[CH:3]=[C:4]([C:8]([C:16]2[CH:21]=[CH:20][CH:19]=[CH:18][CH:17]=2)([C:10]2[CH:15]=[CH:14][CH:13]=[CH:12][CH:11]=2)O)[CH:5]=[CH:6][CH:7]=1.